This data is from Reaction yield outcomes from USPTO patents with 853,638 reactions. The task is: Predict the reaction yield, written as a fraction of the theoretical maximum amount of product (1.0 means a 100% yield; for example, 0.34 means a 34% yield). (1) The reactants are Br[C:2]1[CH:3]=[C:4]([CH:9]=[CH:10][C:11]=1[CH2:12][NH:13][C@@H:14]([CH3:17])[CH2:15][OH:16])[C:5]([O:7][CH3:8])=[O:6].C([O-])([O-])=O.[K+].[K+]. The catalyst is C(O)(C)C.[Cu]I. The product is [CH3:17][C@@H:14]1[NH:13][CH2:12][C:11]2[CH:10]=[CH:9][C:4]([C:5]([O:7][CH3:8])=[O:6])=[CH:3][C:2]=2[O:16][CH2:15]1. The yield is 0.430. (2) The reactants are [CH3:1][C:2]1[O:6][C:5]([C@H:7]([NH2:13])[C:8]2([CH3:12])[CH2:11][O:10][CH2:9]2)=[CH:4][CH:3]=1.[Cl:14][C:15]1[CH:20]=[CH:19][C:18]([NH:21][C:22]2[C:23](=O)[C:24](=[O:29])[C:25]=2[O:26]CC)=[C:17]([OH:31])[C:16]=1[S:32]([N:35]1[CH2:40][CH2:39][N:38]([CH3:41])[CH2:37][CH2:36]1)(=[O:34])=[O:33]. The catalyst is CO. The product is [Cl:14][C:15]1[CH:20]=[CH:19][C:18]([NH:21][C:22]2[C:25](=[O:26])[C:24](=[O:29])[C:23]=2[NH:13][C@@H:7]([C:5]2[O:6][C:2]([CH3:1])=[CH:3][CH:4]=2)[C:8]2([CH3:12])[CH2:9][O:10][CH2:11]2)=[C:17]([OH:31])[C:16]=1[S:32]([N:35]1[CH2:36][CH2:37][N:38]([CH3:41])[CH2:39][CH2:40]1)(=[O:33])=[O:34]. The yield is 0.680. (3) The reactants are [CH3:1][C:2]([CH3:55])([CH2:10][C:11]([O:13][C@H:14]1[CH2:31][CH2:30][C@@:29]2([CH3:32])[C@@H:16]([CH2:17][CH2:18][C@:19]3([CH3:52])[C@@H:28]2[CH2:27][CH2:26][C@H:25]2[C@@:20]3([CH3:51])[CH2:21][CH2:22][C@@:23]3(/[CH:40]=[CH:41]/[C:42](=[O:50])[NH:43][C:44]4[CH:49]=[CH:48][CH:47]=[CH:46][N:45]=4)[CH2:35][C:34](=[O:36])[C:33]([CH:37]([CH3:39])[CH3:38])=[C:24]32)[C:15]1([CH3:54])[CH3:53])=[O:12])[C:3]([O:5]C(C)(C)C)=[O:4].[C:56]([OH:62])([C:58]([F:61])([F:60])[F:59])=[O:57].CC#N.[Cl:66]CCl. No catalyst specified. The product is [C:56]([OH:62])([C:58]([F:61])([F:60])[F:59])=[O:57].[OH2:4].[Cl:66][C:47]1[CH:48]=[CH:49][C:44]([NH:43][C:42](=[O:50])/[CH:41]=[CH:40]/[C@:23]23[CH2:35][C:34](=[O:36])[C:33]([CH:37]([CH3:38])[CH3:39])=[C:24]2[C@@H:25]2[C@@:20]([CH3:51])([CH2:21][CH2:22]3)[C@@:19]3([CH3:52])[C@@H:28]([C@:29]4([CH3:32])[C@@H:16]([CH2:17][CH2:18]3)[C:15]([CH3:54])([CH3:53])[C@@H:14]([O:13][C:11](=[O:12])[CH2:10][C:2]([CH3:55])([CH3:1])[C:3]([OH:5])=[O:4])[CH2:31][CH2:30]4)[CH2:27][CH2:26]2)=[N:45][CH:46]=1.[F:59][C:58]([F:61])([F:60])[C:56]([OH:62])=[O:57]. The yield is 0.000500. (4) The product is [ClH:33].[CH3:1][C:2]1[CH:7]=[C:6]([O:8][C:9]([F:10])([F:11])[F:12])[CH:5]=[CH:4][C:3]=1[C:13]1[CH:18]=[CH:17][N:16]([C:19]2[CH:24]=[CH:23][C:22]3[C:25]4[CH2:26][NH:27][CH2:28][CH2:29][C:30]=4[O:31][C:21]=3[CH:20]=2)[C:15](=[O:32])[CH:14]=1. The yield is 0.990. The reactants are [CH3:1][C:2]1[CH:7]=[C:6]([O:8][C:9]([F:12])([F:11])[F:10])[CH:5]=[CH:4][C:3]=1[C:13]1[CH:18]=[CH:17][N:16]([C:19]2[CH:24]=[CH:23][C:22]3[C:25]4[CH2:26][NH:27][CH2:28][CH2:29][C:30]=4[O:31][C:21]=3[CH:20]=2)[C:15](=[O:32])[CH:14]=1.[ClH:33].CCOCC. The catalyst is CO. (5) The reactants are Cl[C:2]1[S:3][C:4]2[CH:10]=[CH:9][CH:8]=[CH:7][C:5]=2[N:6]=1.[NH2:11][CH:12]1[CH2:17][CH2:16][N:15]([C:18]([O:20][CH2:21][CH3:22])=[O:19])[CH2:14][CH2:13]1.C(N(CC)CC)C. The catalyst is ClCCl. The product is [CH2:21]([O:20][C:18]([N:15]1[CH2:14][CH2:13][CH:12]([NH:11][C:2]2[S:3][C:4]3[CH:10]=[CH:9][CH:8]=[CH:7][C:5]=3[N:6]=2)[CH2:17][CH2:16]1)=[O:19])[CH3:22]. The yield is 0.750. (6) The reactants are [C:1]([O:9]CC)(=[O:8])[CH2:2][C:3](OCC)=O.[Cl:12][C:13]1[CH:14]=[C:15]([N+:20]([O-:22])=[O:21])[CH:16]=[CH:17]C=1Cl.C(=O)([O-])[O-].[Cs+].[Cs+].Cl. No catalyst specified. The product is [Cl:12][C:13]1[CH:14]=[C:15]([N+:20]([O-:22])=[O:21])[CH:16]=[CH:17][C:3]=1[CH2:2][C:1]([OH:9])=[O:8]. The yield is 0.870.